From a dataset of Full USPTO retrosynthesis dataset with 1.9M reactions from patents (1976-2016). Predict the reactants needed to synthesize the given product. (1) Given the product [NH2:25][C:24]1[C:20]2[C:19]([C:26]3[CH:31]=[CH:30][C:29]([Cl:32])=[C:28]([Cl:33])[CH:27]=3)=[N:18][C:17]([CH2:16][C@H:15]([CH3:34])[CH2:14][O:13][CH2:6][C:7]3[CH:8]=[CH:9][CH:10]=[CH:11][CH:12]=3)=[N:22][C:21]=2[S:1][C:2]=1[C:3]([NH2:5])=[O:4], predict the reactants needed to synthesize it. The reactants are: [SH:1][CH2:2][C:3]([NH2:5])=[O:4].[CH2:6]([O:13][CH2:14][C@@H:15]([CH3:34])[CH2:16][C:17]1[N:22]=[C:21](Cl)[C:20]([C:24]#[N:25])=[C:19]([C:26]2[CH:31]=[CH:30][C:29]([Cl:32])=[C:28]([Cl:33])[CH:27]=2)[N:18]=1)[C:7]1[CH:12]=[CH:11][CH:10]=[CH:9][CH:8]=1.C([O-])([O-])=O.[K+].[K+]. (2) Given the product [CH3:1][C:2]1[CH:7]=[CH:6][C:5]([S:8]([O:11][CH2:12][CH:13]2[CH2:17][C:16]3[CH:18]=[C:19]([F:23])[CH:20]=[C:21]([C:24]4[CH:29]=[CH:28][CH:27]=[CH:26][CH:25]=4)[C:15]=3[O:14]2)(=[O:10])=[O:9])=[CH:4][CH:3]=1, predict the reactants needed to synthesize it. The reactants are: [CH3:1][C:2]1[CH:7]=[CH:6][C:5]([S:8]([O:11][CH2:12][CH:13]2[CH2:17][C:16]3[CH:18]=[C:19]([F:23])[CH:20]=[C:21](Br)[C:15]=3[O:14]2)(=[O:10])=[O:9])=[CH:4][CH:3]=1.[C:24]1(B(O)O)[CH:29]=[CH:28][CH:27]=[CH:26][CH:25]=1.C(=O)([O-])[O-].[K+].[K+]. (3) Given the product [C:1]([C:5]1[CH:6]=[CH:7][C:8]([S:11]([CH:14]2[CH2:15][CH2:16][N:17]([C:26]3[C:25]([Cl:28])=[CH:24][N:23]=[CH:22][C:21]=3[Cl:20])[CH2:18][CH2:19]2)(=[O:13])=[O:12])=[CH:9][CH:10]=1)([CH3:4])([CH3:2])[CH3:3], predict the reactants needed to synthesize it. The reactants are: [C:1]([C:5]1[CH:10]=[CH:9][C:8]([S:11]([CH:14]2[CH2:19][CH2:18][NH:17][CH2:16][CH2:15]2)(=[O:13])=[O:12])=[CH:7][CH:6]=1)([CH3:4])([CH3:3])[CH3:2].[Cl:20][C:21]1[CH:22]=[N:23][CH:24]=[C:25]([Cl:28])[C:26]=1Cl.CCN(C(C)C)C(C)C. (4) The reactants are: [ClH:1].Cl.[NH2:3][C@@H:4]1[CH2:6][C@H:5]1[C:7]1[CH:8]=[C:9]([CH:19]=[CH:20][CH:21]=1)[C:10]([NH:12][C:13]1[S:14][C:15]([CH3:18])=[N:16][N:17]=1)=[O:11].[O:22]1[CH2:27][CH2:26][C:25](=O)[CH2:24][CH2:23]1.C(N(CC)C(C)C)(C)C.C(=O)([O-])O.[Na+]. Given the product [ClH:1].[ClH:1].[CH3:18][C:15]1[S:14][C:13]([NH:12][C:10](=[O:11])[C:9]2[CH:19]=[CH:20][CH:21]=[C:7]([C@@H:5]3[CH2:6][C@H:4]3[NH:3][CH:25]3[CH2:26][CH2:27][O:22][CH2:23][CH2:24]3)[CH:8]=2)=[N:17][N:16]=1, predict the reactants needed to synthesize it. (5) Given the product [CH3:1][C:2]1[NH:3][CH:4]=[C:5]([C:7]2[N:11]([C:12]3[CH:13]=[N:14][C:15]([O:18][CH3:19])=[CH:16][CH:17]=3)[N:10]=[C:9]([C:20]([N:29]3[CH2:30][CH2:31][CH:26]([O:25][CH3:24])[CH2:27][CH2:28]3)=[O:22])[CH:8]=2)[N:6]=1, predict the reactants needed to synthesize it. The reactants are: [CH3:1][C:2]1[NH:3][CH:4]=[C:5]([C:7]2[N:11]([C:12]3[CH:13]=[N:14][C:15]([O:18][CH3:19])=[CH:16][CH:17]=3)[N:10]=[C:9]([C:20]([OH:22])=O)[CH:8]=2)[N:6]=1.Cl.[CH3:24][O:25][CH:26]1[CH2:31][CH2:30][NH:29][CH2:28][CH2:27]1. (6) Given the product [F:12][C:13]1[CH:14]=[C:15]([CH:26]=[CH:27][CH:28]=1)[CH2:16][O:17][C:18]1[CH:25]=[CH:24][C:21]([CH2:22][NH:1][C@H:2]2[CH2:6][CH2:5][NH:4][C:3]2=[O:7])=[CH:20][CH:19]=1, predict the reactants needed to synthesize it. The reactants are: [NH2:1][C@H:2]1[CH2:6][CH2:5][NH:4][C:3]1=[O:7].[BH3-]C#N.[Na+].[F:12][C:13]1[CH:14]=[C:15]([CH:26]=[CH:27][CH:28]=1)[CH2:16][O:17][C:18]1[CH:25]=[CH:24][C:21]([CH:22]=O)=[CH:20][CH:19]=1.CS(O)(=O)=O.